This data is from Full USPTO retrosynthesis dataset with 1.9M reactions from patents (1976-2016). The task is: Predict the reactants needed to synthesize the given product. (1) Given the product [Cl:31][C:32]1[CH:33]=[C:34]([CH:53]=[CH:54][CH:55]=1)[CH2:35][C@@H:36]1[C:45]2[C:40](=[CH:41][CH:42]=[C:43]([O:46][CH3:47])[CH:44]=2)[CH2:39][CH2:38][C@@H:37]1[NH:48][C:49](=[O:52])[CH2:50][CH3:51], predict the reactants needed to synthesize it. The reactants are: C[C@@H](PC)[C]1[C](P(C2C3C(=CC=CC=3)C=CC=2)C2C3C(=CC=CC=3)C=CC=2)[CH][CH][CH]1.[Cl:31][C:32]1[CH:33]=[C:34]([CH:53]=[CH:54][CH:55]=1)[CH2:35][C:36]1[C:45]2[C:40](=[CH:41][CH:42]=[C:43]([O:46][CH3:47])[CH:44]=2)[CH2:39][CH2:38][C:37]=1[NH:48][C:49](=[O:52])[CH2:50][CH3:51].[H][H]. (2) The reactants are: [Br:1][C:2]1[CH:14]=[CH:13][C:12]2[C:11]3[C:6](=[CH:7][CH:8]=[CH:9][CH:10]=3)[CH2:5][C:4]=2[CH:3]=1.II.[I:17](O)(O)(O)(O)(O)=O.S(=O)(=O)(O)O. Given the product [Br:1][C:2]1[CH:14]=[CH:13][C:12]2[C:11]3[C:6](=[CH:7][C:8]([I:17])=[CH:9][CH:10]=3)[CH2:5][C:4]=2[CH:3]=1, predict the reactants needed to synthesize it.